This data is from Full USPTO retrosynthesis dataset with 1.9M reactions from patents (1976-2016). The task is: Predict the reactants needed to synthesize the given product. (1) The reactants are: CO[C:3](=[O:23])[C:4]1[CH:9]=[CH:8][C:7]([O:10][CH2:11][C:12]2[C:13]([C:17]3[CH:22]=[CH:21][CH:20]=[CH:19][CH:18]=3)=[N:14][O:15][CH:16]=2)=[N:6][CH:5]=1.COC(=O)C1C=CC(OC[C:35]2[C:36]([C:41]3C=CC=CC=3F)=[N:37]OC=2C)=NC=1.C(N)(C)C. Given the product [CH:36]([NH:37][C:3](=[O:23])[C:4]1[CH:9]=[CH:8][C:7]([O:10][CH2:11][C:12]2[C:13]([C:17]3[CH:18]=[CH:19][CH:20]=[CH:21][CH:22]=3)=[N:14][O:15][CH:16]=2)=[N:6][CH:5]=1)([CH3:41])[CH3:35], predict the reactants needed to synthesize it. (2) Given the product [CH2:23]([O:19][C:17](=[O:18])[C@@H:16]([O:20][CH2:21][CH3:22])[CH2:15][C:12]1[CH:11]=[CH:10][C:9]([OH:8])=[CH:14][CH:13]=1)[CH3:24], predict the reactants needed to synthesize it. The reactants are: C([O:8][C:9]1[CH:14]=[CH:13][C:12]([CH2:15][C@H:16]([O:20][CH2:21][CH3:22])[C:17]([OH:19])=[O:18])=[CH:11][CH:10]=1)C1C=CC=CC=1.[C:23](OCC)(=O)[CH3:24].